This data is from Choline transporter screen with 302,306 compounds. The task is: Binary Classification. Given a drug SMILES string, predict its activity (active/inactive) in a high-throughput screening assay against a specified biological target. (1) The drug is Clc1c(C(=O)N2CCN(CC2)c2ncccc2)cc([N+]([O-])=O)cc1. The result is 0 (inactive). (2) The drug is O=C1NCCN(C1CC(=O)NCCC=1CCCCC1)Cc1ccc(OCC)cc1. The result is 0 (inactive). (3) The compound is OC1(CCN(CC1)Cc1n(nnn1)C1CCCCC1)c1cccnc1. The result is 0 (inactive). (4) The compound is S=C(Nc1cc(OC)c(OC)cc1)NNC(=O)c1cccnc1. The result is 0 (inactive). (5) The compound is O=C(N\N=C\C1C2CC(C1)CC2)c1c2c([nH]c1)cccc2. The result is 0 (inactive). (6) The drug is Brc1c([nH]c(nc1=O)c1ncccc1)C(F)(F)F. The result is 0 (inactive).